From a dataset of Catalyst prediction with 721,799 reactions and 888 catalyst types from USPTO. Predict which catalyst facilitates the given reaction. (1) Reactant: [H-].[Na+].[OH:3][C:4]1[CH:13]=[CH:12][C:7]([C:8]([O:10][CH3:11])=[O:9])=[CH:6][CH:5]=1.[CH3:14][O:15][CH2:16][CH2:17][O:18][CH2:19]Cl.O. The catalyst class is: 213. Product: [CH3:14][O:15][CH2:16][CH2:17][O:18][CH2:19][O:3][C:4]1[CH:5]=[CH:6][C:7]([C:8]([O:10][CH3:11])=[O:9])=[CH:12][CH:13]=1. (2) Reactant: [CH3:1][N:2]1[CH2:7][CH2:6][O:5][C:4]2[CH:8]=[CH:9][CH:10]=[C:11]([O:12][CH2:13][C:14]([O:16]CC)=O)[C:3]1=2.[NH2:19][CH2:20][CH:21]([OH:32])[CH2:22][N:23]1[CH2:31][C:30]2[C:25](=[CH:26][CH:27]=[CH:28][CH:29]=2)[CH2:24]1. Product: [OH:32][CH:21]([CH2:22][N:23]1[CH2:24][C:25]2[C:30](=[CH:29][CH:28]=[CH:27][CH:26]=2)[CH2:31]1)[CH2:20][NH:19][C:14](=[O:16])[CH2:13][O:12][C:11]1[C:3]2[N:2]([CH3:1])[CH2:7][CH2:6][O:5][C:4]=2[CH:8]=[CH:9][CH:10]=1. The catalyst class is: 14. (3) Product: [NH2:13][C:9]1[CH:10]=[C:11]2[C:6](=[CH:7][CH:8]=1)[C:5](=[O:16])[N:4]([CH:1]1[CH2:3][CH2:2]1)[CH2:12]2. The catalyst class is: 88. Reactant: [CH:1]1([N:4]2[CH2:12][C:11]3[C:6](=[CH:7][CH:8]=[C:9]([N+:13]([O-])=O)[CH:10]=3)[C:5]2=[O:16])[CH2:3][CH2:2]1.[Sn](Cl)(Cl)(Cl)Cl.